Predict the reaction yield, written as a fraction of the theoretical maximum amount of product (1.0 means a 100% yield; for example, 0.34 means a 34% yield). From a dataset of Reaction yield outcomes from USPTO patents with 853,638 reactions. (1) The reactants are [NH:1]1[C:9]2[C:4](=[CH:5][CH:6]=[CH:7][CH:8]=2)[C:3]([C:10](=[O:36])[CH:11]([NH:18][C:19]2[CH:20]=[C:21]([CH:31]=[C:32]([O:34][CH3:35])[CH:33]=2)[O:22][CH2:23][CH2:24][CH2:25][C:26]([O:28]CC)=[O:27])[C:12]2[CH:17]=[CH:16][CH:15]=[CH:14][CH:13]=2)=[CH:2]1.[OH-].[Na+].Cl. The catalyst is O1CCOCC1. The product is [NH:1]1[C:9]2[C:4](=[CH:5][CH:6]=[CH:7][CH:8]=2)[C:3]([C:10](=[O:36])[CH:11]([NH:18][C:19]2[CH:20]=[C:21]([CH:31]=[C:32]([O:34][CH3:35])[CH:33]=2)[O:22][CH2:23][CH2:24][CH2:25][C:26]([OH:28])=[O:27])[C:12]2[CH:17]=[CH:16][CH:15]=[CH:14][CH:13]=2)=[CH:2]1. The yield is 0.190. (2) The product is [CH2:29]([O:31][C:32]1[C:33]([CH3:40])=[C:34]([CH3:39])[C:35]2[N:36]([C:2]([C:23]3[CH:24]=[CH:25][CH:26]=[CH:27][CH:28]=3)=[C:3]([C:5]3[CH:10]=[CH:9][C:8]([C:11]4([NH:15][C:16](=[O:22])[O:17][C:18]([CH3:20])([CH3:19])[CH3:21])[CH2:12][CH2:13][CH2:14]4)=[CH:7][CH:6]=3)[N:38]=2)[N:37]=1)[CH3:30]. The yield is 0.700. The reactants are Br[CH:2]([C:23]1[CH:28]=[CH:27][CH:26]=[CH:25][CH:24]=1)[C:3]([C:5]1[CH:10]=[CH:9][C:8]([C:11]2([NH:15][C:16](=[O:22])[O:17][C:18]([CH3:21])([CH3:20])[CH3:19])[CH2:14][CH2:13][CH2:12]2)=[CH:7][CH:6]=1)=O.[CH2:29]([O:31][C:32]1[N:37]=[N:36][C:35]([NH2:38])=[C:34]([CH3:39])[C:33]=1[CH3:40])[CH3:30].C(N(CC)C(C)C)(C)C. The catalyst is C(#N)CCC. (3) The reactants are [Cl:1][C:2]1[C:11]2[NH:10][C:9](=[O:12])[C:8]3[S:13][CH:14]=[CH:15][C:7]=3[C:6]=2[C:5]([C:16]2[CH:21]=[CH:20][C:19]([C@@H:22]([N:25](C)[C:26](=O)OC(C)(C)C)[CH2:23][CH3:24])=[CH:18][CH:17]=2)=[C:4]([O:34]C)[CH:3]=1.BrB(Br)Br. No catalyst specified. The product is [ClH:1].[Cl:1][C:2]1[C:11]2[NH:10][C:9](=[O:12])[C:8]3[S:13][CH:14]=[CH:15][C:7]=3[C:6]=2[C:5]([C:16]2[CH:21]=[CH:20][C:19]([C@@H:22]([NH:25][CH3:26])[CH2:23][CH3:24])=[CH:18][CH:17]=2)=[C:4]([OH:34])[CH:3]=1. The yield is 0.450. (4) The reactants are [CH3:1][C:2]([N:9]1[C:17]2[C:12](=[CH:13][CH:14]=[CH:15][CH:16]=2)[CH:11]=[C:10]1[CH3:18])([CH3:8])[C:3](OCC)=[O:4].[H-].[Al+3].[Li+].[H-].[H-].[H-]. The catalyst is O1CCCC1. The product is [CH3:8][C:2]([N:9]1[C:17]2[C:12](=[CH:13][CH:14]=[CH:15][CH:16]=2)[CH:11]=[C:10]1[CH3:18])([CH3:1])[CH2:3][OH:4]. The yield is 0.790.